Dataset: Reaction yield outcomes from USPTO patents with 853,638 reactions. Task: Predict the reaction yield, written as a fraction of the theoretical maximum amount of product (1.0 means a 100% yield; for example, 0.34 means a 34% yield). (1) The reactants are [Br:1][C:2]1[CH:3]=[N:4][C:5]([Cl:10])=[C:6]([CH:9]=1)[CH:7]=O.[C:11]([CH:16]=P(C1C=CC=CC=1)(C1C=CC=CC=1)C1C=CC=CC=1)([O:13][CH2:14][CH3:15])=[O:12]. The catalyst is C1COCC1. The product is [Br:1][C:2]1[CH:9]=[C:6](/[CH:7]=[CH:16]/[C:11]([O:13][CH2:14][CH3:15])=[O:12])[C:5]([Cl:10])=[N:4][CH:3]=1. The yield is 1.00. (2) The reactants are [Cl:1][C:2]1[C:11]([CH:12]=[O:13])=[CH:10][C:9]2[C:4](=[CH:5][CH:6]=[C:7]([OH:14])[CH:8]=2)[N:3]=1.C(=O)([O-])[O-].[Cs+].[Cs+].Br[CH2:22][CH:23]1[CH2:25][CH2:24]1. The catalyst is CN(C=O)C. The product is [Cl:1][C:2]1[C:11]([CH:12]=[O:13])=[CH:10][C:9]2[C:4](=[CH:5][CH:6]=[C:7]([O:14][CH2:22][CH:23]3[CH2:25][CH2:24]3)[CH:8]=2)[N:3]=1. The yield is 0.410. (3) The reactants are Br[C:2]1[CH:3]=[C:4]([N:8]2[C:16]3[CH:15]=[C:14]([Cl:17])[N:13]=[CH:12][C:11]=3[C:10]([C:18]([NH2:20])=[O:19])=[N:9]2)[CH:5]=[CH:6][CH:7]=1.[C:21]([C@:23]1([OH:30])[CH2:27][CH2:26][N:25]([CH3:28])[C:24]1=[O:29])#[CH:22]. No catalyst specified. The product is [Cl:17][C:14]1[N:13]=[CH:12][C:11]2[C:10]([C:18]([NH2:20])=[O:19])=[N:9][N:8]([C:4]3[CH:5]=[CH:6][CH:7]=[C:2]([C:22]#[C:21][C@:23]4([OH:30])[CH2:27][CH2:26][N:25]([CH3:28])[C:24]4=[O:29])[CH:3]=3)[C:16]=2[CH:15]=1. The yield is 0.450. (4) The reactants are Br[C:2]1[CH:7]=[CH:6][C:5]([Br:8])=[CH:4][N:3]=1.[C:9]([O:13][C:14]([N:16]1[CH2:21][CH2:20][CH:19]([NH2:22])[CH2:18][CH2:17]1)=[O:15])([CH3:12])([CH3:11])[CH3:10].C(N(C(C)C)CC)(C)C. The catalyst is CN1CCCC1=O. The product is [C:9]([O:13][C:14]([N:16]1[CH2:21][CH2:20][CH:19]([NH:22][C:2]2[CH:7]=[CH:6][C:5]([Br:8])=[CH:4][N:3]=2)[CH2:18][CH2:17]1)=[O:15])([CH3:12])([CH3:10])[CH3:11]. The yield is 0.100. (5) The reactants are Br[C:2]1[C:10]2[C:9]([NH:11][C@H:12]([C:14]3[N:19]([C:20]4[CH:25]=[CH:24][CH:23]=[CH:22][CH:21]=4)[C:18](=[O:26])[C:17]4=[C:27]([CH3:30])[CH:28]=[CH:29][N:16]4[N:15]=3)[CH3:13])=[N:8][CH:7]=[N:6][C:5]=2[N:4]([CH2:31][O:32][CH2:33][CH2:34][Si:35]([CH3:38])([CH3:37])[CH3:36])[CH:3]=1.[CH3:39][O:40][C:41]1[CH:46]=[CH:45][C:44]([S:47]([NH:50][C:51]2[CH:56]=[CH:55][CH:54]=[C:53](B3OC(C)(C)C(C)(C)O3)[CH:52]=2)(=[O:49])=[O:48])=[CH:43][CH:42]=1.C(=O)([O-])[O-].[Na+].[Na+]. The catalyst is COCCOC.O. The product is [CH3:39][O:40][C:41]1[CH:42]=[CH:43][C:44]([S:47]([NH:50][C:51]2[CH:52]=[CH:53][CH:54]=[C:55]([C:2]3[C:10]4[C:9]([NH:11][C@H:12]([C:14]5[N:19]([C:20]6[CH:25]=[CH:24][CH:23]=[CH:22][CH:21]=6)[C:18](=[O:26])[C:17]6=[C:27]([CH3:30])[CH:28]=[CH:29][N:16]6[N:15]=5)[CH3:13])=[N:8][CH:7]=[N:6][C:5]=4[N:4]([CH2:31][O:32][CH2:33][CH2:34][Si:35]([CH3:38])([CH3:37])[CH3:36])[CH:3]=3)[CH:56]=2)(=[O:49])=[O:48])=[CH:45][CH:46]=1. The yield is 0.810. (6) The reactants are [C:1]([O:4][C@H:5]1[C@@H:19]([O:20][C:21](=[O:23])[CH3:22])[C@H:18]([O:24][C:25](=[O:27])[CH3:26])[C@@H:17]([CH2:28][O:29][C:30](=[O:32])[CH3:31])[O:16][C@@H:6]1[O:7][C:8]1[CH:13]=[CH:12][C:11](I)=[CH:10][C:9]=1[Cl:15])(=[O:3])[CH3:2].[CH3:33][O:34][C:35]1[CH:36]=[C:37]2[C:41](=[CH:42][CH:43]=1)[NH:40][CH:39]=[CH:38]2. No catalyst specified. The product is [C:1]([O:4][C@H:5]1[C@@H:19]([O:20][C:21](=[O:23])[CH3:22])[C@H:18]([O:24][C:25](=[O:27])[CH3:26])[C@@H:17]([CH2:28][O:29][C:30](=[O:32])[CH3:31])[O:16][C@@H:6]1[O:7][C:8]1[CH:13]=[CH:12][C:11]([N:40]2[C:41]3[C:37](=[CH:36][C:35]([O:34][CH3:33])=[CH:43][CH:42]=3)[CH:38]=[CH:39]2)=[CH:10][C:9]=1[Cl:15])(=[O:3])[CH3:2]. The yield is 0.530. (7) The reactants are [N:1]1([CH2:7][CH2:8][CH2:9][CH2:10][O:11][C:12]2[CH:17]=[CH:16][C:15]([NH2:18])=[CH:14][CH:13]=2)[CH2:6][CH2:5][CH2:4][CH2:3][CH2:2]1.[F:19][C:20]1[CH:28]=[C:27]2[C:23]([C:24](=[CH:30]O)[C:25](=[O:29])[NH:26]2)=[CH:22][CH:21]=1. No catalyst specified. The product is [F:19][C:20]1[CH:28]=[C:27]2[C:23]([C:24](=[CH:30][NH:18][C:15]3[CH:14]=[CH:13][C:12]([O:11][CH2:10][CH2:9][CH2:8][CH2:7][N:1]4[CH2:2][CH2:3][CH2:4][CH2:5][CH2:6]4)=[CH:17][CH:16]=3)[C:25](=[O:29])[NH:26]2)=[CH:22][CH:21]=1. The yield is 0.730.